From a dataset of Full USPTO retrosynthesis dataset with 1.9M reactions from patents (1976-2016). Predict the reactants needed to synthesize the given product. (1) Given the product [CH2:17]([O:1][C:2]1[N:6]([CH3:7])[N:5]=[C:4]([C:8]([F:11])([F:10])[F:9])[C:3]=1[CH2:12][OH:13])[C:18]1[CH:23]=[CH:22][CH:21]=[CH:20][CH:19]=1, predict the reactants needed to synthesize it. The reactants are: [OH:1][C:2]1[N:6]([CH3:7])[N:5]=[C:4]([C:8]([F:11])([F:10])[F:9])[CH:3]=1.[CH2:12]=[O:13].C(#N)C.[CH2:17](Br)[C:18]1[CH:23]=[CH:22][CH:21]=[CH:20][CH:19]=1. (2) Given the product [CH:1]1([C@@H:6]2[NH:11][C:10](=[O:12])[C@H:9]([CH2:13][CH:14]([CH3:16])[CH3:15])[N:8]([CH2:29][C:26]3[CH:25]=[C:24]([C:21]4[CH:22]=[CH:23][C:18]([F:17])=[CH:19][CH:20]=4)[O:28][N:27]=3)[CH2:7]2)[CH2:2][CH2:3][CH2:4][CH2:5]1, predict the reactants needed to synthesize it. The reactants are: [CH:1]1([C@@H:6]2[NH:11][C:10](=[O:12])[C@H:9]([CH2:13][CH:14]([CH3:16])[CH3:15])[NH:8][CH2:7]2)[CH2:5][CH2:4][CH2:3][CH2:2]1.[F:17][C:18]1[CH:23]=[CH:22][C:21]([C:24]2[O:28][N:27]=[C:26]([CH:29]=O)[CH:25]=2)=[CH:20][CH:19]=1.C([C@@H]1N(CC2C=C(C3C=CC=CC=3)ON=2)C[C@H](CC(C)C)NC1=O)C(C)C. (3) The reactants are: CC(O[C:5]([CH3:7])=[O:6])=O.[NH2:8][C:9]1[CH:10]=[C:11]2[C:15](=[CH:16][CH:17]=1)[CH2:14][CH2:13][CH2:12]2. Given the product [CH2:14]1[C:15]2[C:11](=[CH:10][C:9]([NH:8][C:5](=[O:6])[CH3:7])=[CH:17][CH:16]=2)[CH2:12][CH2:13]1, predict the reactants needed to synthesize it. (4) Given the product [CH:16]1([C:13]2[N:12]=[C:11]([C:8]3([C:6]4[CH:7]=[C:2]([B:19]([OH:23])[OH:20])[CH:3]=[N:4][CH:5]=4)[CH2:10][CH2:9]3)[O:15][N:14]=2)[CH2:18][CH2:17]1, predict the reactants needed to synthesize it. The reactants are: Br[C:2]1[CH:3]=[N:4][CH:5]=[C:6]([C:8]2([C:11]3[O:15][N:14]=[C:13]([CH:16]4[CH2:18][CH2:17]4)[N:12]=3)[CH2:10][CH2:9]2)[CH:7]=1.[B:19]1(B2OC(C)(C)C(C)(C)O2)[O:23]C(C)(C)C(C)(C)[O:20]1.C1(P(C2CCCCC2)C2CCCCC2)CCCCC1.C([O-])(=O)C.[K+].